This data is from Forward reaction prediction with 1.9M reactions from USPTO patents (1976-2016). The task is: Predict the product of the given reaction. (1) Given the reactants [C:1]([C:5]1[CH:10]=[CH:9][C:8](/[C:11](/[C:15]2[CH:20]=[CH:19][C:18]([Cl:21])=[C:17]([O:22][CH3:23])[N:16]=2)=[CH:12]\[CH2:13][OH:14])=[CH:7][CH:6]=1)([CH3:4])([CH3:3])[CH3:2].[C:24]1(O)[CH:29]=[CH:28][CH:27]=[CH:26][CH:25]=1.C(P(CCCC)CCCC)CCC, predict the reaction product. The product is: [C:1]([C:5]1[CH:10]=[CH:9][C:8](/[C:11](/[C:15]2[N:16]=[C:17]([O:22][CH3:23])[C:18]([Cl:21])=[CH:19][CH:20]=2)=[CH:12]\[CH2:13][O:14][C:24]2[CH:29]=[CH:28][CH:27]=[CH:26][CH:25]=2)=[CH:7][CH:6]=1)([CH3:4])([CH3:2])[CH3:3]. (2) Given the reactants [OH:1][C@@H:2]1[C:10]2[C:5](=[CH:6][CH:7]=[CH:8][CH:9]=2)[CH2:4][C@@:3]1([CH2:20][C:21]1[CH:29]=[CH:28][C:24]([C:25]([OH:27])=[O:26])=[CH:23][CH:22]=1)[C:11]1[CH2:12][C:13]2[C:18]([CH:19]=1)=[CH:17][CH:16]=[CH:15][CH:14]=2.C1CCC(N=C=NC2CCCCC2)CC1.C1C2C(COC([NH:62][C@H:63]([C:67](O)=[O:68])[CH:64]([CH3:66])[CH3:65])=O)C3C(=CC=CC=3)C=2C=CC=1, predict the reaction product. The product is: [NH2:62][C@H:63]([C:67]([O:1][C@@H:2]1[C:10]2[C:5](=[CH:6][CH:7]=[CH:8][CH:9]=2)[CH2:4][C@@:3]1([CH2:20][C:21]1[CH:29]=[CH:28][C:24]([C:25]([OH:27])=[O:26])=[CH:23][CH:22]=1)[C:11]1[CH2:12][C:13]2[C:18]([CH:19]=1)=[CH:17][CH:16]=[CH:15][CH:14]=2)=[O:68])[CH:64]([CH3:66])[CH3:65]. (3) Given the reactants [CH:1]1([CH2:4][N:5]([C@@H:13]2[CH2:15][C@H:14]2[C:16]2[CH:21]=[CH:20][CH:19]=[C:18]([C:22](=[O:30])[NH:23][C:24]3[CH:29]=[CH:28][CH:27]=[CH:26][CH:25]=3)[CH:17]=2)C(=O)OC(C)(C)C)[CH2:3][CH2:2]1.[ClH:31].C(OCC)(=O)C, predict the reaction product. The product is: [ClH:31].[CH:1]1([CH2:4][NH:5][C@@H:13]2[CH2:15][C@H:14]2[C:16]2[CH:17]=[C:18]([CH:19]=[CH:20][CH:21]=2)[C:22]([NH:23][C:24]2[CH:29]=[CH:28][CH:27]=[CH:26][CH:25]=2)=[O:30])[CH2:3][CH2:2]1. (4) Given the reactants [CH3:1][O:2][CH2:3][CH2:4][C:5]1[N:6]([CH2:19][CH2:20][O:21][CH2:22][CH2:23][NH:24][C:25](=[O:31])[O:26][C:27]([CH3:30])([CH3:29])[CH3:28])[C:7]2[C:16]3[CH:15]=[CH:14][CH:13]=[CH:12][C:11]=3[N+:10]([O-])=[CH:9][C:8]=2[N:18]=1.[NH4+:32].[OH-].C1(C)C=CC(S(Cl)(=O)=O)=CC=1.C(Cl)(Cl)Cl, predict the reaction product. The product is: [NH2:32][C:9]1[C:8]2[N:18]=[C:5]([CH2:4][CH2:3][O:2][CH3:1])[N:6]([CH2:19][CH2:20][O:21][CH2:22][CH2:23][NH:24][C:25](=[O:31])[O:26][C:27]([CH3:30])([CH3:29])[CH3:28])[C:7]=2[C:16]2[CH:15]=[CH:14][CH:13]=[CH:12][C:11]=2[N:10]=1.